Task: Predict which catalyst facilitates the given reaction.. Dataset: Catalyst prediction with 721,799 reactions and 888 catalyst types from USPTO Reactant: [N+:1]([C:4]1[CH:5]=[C:6]([CH:9]=[CH:10][CH:11]=1)[CH:7]=[O:8])([O-:3])=[O:2].[CH2:12](O)[CH2:13][OH:14].C1(C)C=CC(S(O)(=O)=O)=CC=1. Product: [N+:1]([C:4]1[CH:5]=[C:6]([CH:7]2[O:14][CH2:13][CH2:12][O:8]2)[CH:9]=[CH:10][CH:11]=1)([O-:3])=[O:2]. The catalyst class is: 11.